This data is from Full USPTO retrosynthesis dataset with 1.9M reactions from patents (1976-2016). The task is: Predict the reactants needed to synthesize the given product. Given the product [F:1][C:2]1[CH:10]=[CH:9][C:8]([CH:11]=[O:12])=[CH:7][C:3]=1[C:4]([N:55]1[CH2:56][CH2:57][C@@H:53]([N:47]([CH3:46])[C:48]([CH:50]2[CH2:51][CH2:52]2)=[O:49])[CH2:54]1)=[O:6], predict the reactants needed to synthesize it. The reactants are: [F:1][C:2]1[CH:10]=[CH:9][C:8]([CH:11]=[O:12])=[CH:7][C:3]=1[C:4]([OH:6])=O.F[P-](F)(F)(F)(F)F.N1(OC(N(C)C)=[N+](C)C)C2C=CC=CC=2N=N1.C(N(CC)C(C)C)(C)C.[CH3:46][N:47]([C@@H:53]1[CH2:57][CH2:56][NH:55][CH2:54]1)[C:48]([CH:50]1[CH2:52][CH2:51]1)=[O:49].